From a dataset of Full USPTO retrosynthesis dataset with 1.9M reactions from patents (1976-2016). Predict the reactants needed to synthesize the given product. Given the product [CH:23]1([N:22]2[C:21]3[CH:29]=[CH:30][C:31]([C:33]([OH:35])=[O:34])=[CH:32][C:20]=3[N:19]=[C:18]2[C:13]2[CH:14]=[C:15]3[C:10](=[CH:11][CH:12]=2)[N:9]=[C:8]([C:6]2[CH:7]=[CH:2][C:3]([OH:37])=[CH:4][C:5]=2[OH:36])[CH:17]=[CH:16]3)[CH2:28][CH2:27][CH2:26][CH2:25][CH2:24]1, predict the reactants needed to synthesize it. The reactants are: Br[C:2]1[CH:3]=[CH:4][C:5]([OH:36])=[C:6]([C:8]2[CH:17]=[CH:16][C:15]3[C:10](=[CH:11][CH:12]=[C:13]([C:18]4[N:22]([CH:23]5[CH2:28][CH2:27][CH2:26][CH2:25][CH2:24]5)[C:21]5[CH:29]=[CH:30][C:31]([C:33]([OH:35])=[O:34])=[CH:32][C:20]=5[N:19]=4)[CH:14]=3)[N:9]=2)[CH:7]=1.[OH:37]C1C=C(O)C=CC=1C(=O)C.[OH-].[K+].